From a dataset of Forward reaction prediction with 1.9M reactions from USPTO patents (1976-2016). Predict the product of the given reaction. Given the reactants Cl[C:2]1[N:3]=[C:4](Cl)[C:5]2[S:10][C:9]([CH3:11])=[CH:8][C:6]=2[N:7]=1.[CH2:13]([NH2:17])[CH2:14][CH2:15][NH2:16].[NH:18]1[C:24]2[CH:25]=[CH:26][CH:27]=[CH:28][C:23]=2[CH2:22][NH:21][CH2:20][CH2:19]1, predict the reaction product. The product is: [CH3:11][C:9]1[S:10][C:5]2[C:4]([NH:16][CH2:15][CH2:14][CH2:13][NH2:17])=[N:3][C:2]([N:21]3[CH2:22][C:23]4[CH:28]=[CH:27][CH:26]=[CH:25][C:24]=4[NH:18][CH2:19][CH2:20]3)=[N:7][C:6]=2[CH:8]=1.